This data is from Forward reaction prediction with 1.9M reactions from USPTO patents (1976-2016). The task is: Predict the product of the given reaction. Given the reactants [N:1]1([C:7]([C:9]2[S:10][CH:11]=[CH:12][CH:13]=2)=[O:8])[CH2:6][CH2:5][NH:4][CH2:3][CH2:2]1.Cl[C:15]1[C:24]2[C:19](=[CH:20][CH:21]=[CH:22][CH:23]=2)[N:18]([CH2:25][C:26]2[CH:31]=[CH:30][C:29]([F:32])=[CH:28][CH:27]=2)[C:17](=[O:33])[C:16]=1[C:34]#[N:35], predict the reaction product. The product is: [F:32][C:29]1[CH:28]=[CH:27][C:26]([CH2:25][N:18]2[C:19]3[C:24](=[CH:23][CH:22]=[CH:21][CH:20]=3)[C:15]([N:4]3[CH2:5][CH2:6][N:1]([C:7]([C:9]4[S:10][CH:11]=[CH:12][CH:13]=4)=[O:8])[CH2:2][CH2:3]3)=[C:16]([C:34]#[N:35])[C:17]2=[O:33])=[CH:31][CH:30]=1.